Dataset: Full USPTO retrosynthesis dataset with 1.9M reactions from patents (1976-2016). Task: Predict the reactants needed to synthesize the given product. (1) Given the product [CH3:1][O:2][C:3]([C:5]1[CH2:6][N:7]([C:17]([OH:19])=[O:18])[CH2:8][CH2:9][C:10]=1[C:11]1[CH:16]=[CH:15][CH:14]=[CH:13][CH:12]=1)=[O:4], predict the reactants needed to synthesize it. The reactants are: [CH3:1][O:2][C:3]([C:5]1[CH2:6][N:7]([C:17]([O:19]C(C)(C)C)=[O:18])[CH2:8][CH2:9][C:10]=1[C:11]1[CH:16]=[CH:15][CH:14]=[CH:13][CH:12]=1)=[O:4]. (2) Given the product [OH:11][CH:9]([CH3:10])[CH2:8][NH:7][CH2:6][CH2:5][N:4]([CH2:16][CH:17]([OH:19])[CH3:18])[CH2:3][CH:2]([OH:1])[CH3:20], predict the reactants needed to synthesize it. The reactants are: [OH:1][CH:2]([CH3:20])[CH2:3][N:4]([CH2:16][CH:17]([OH:19])[CH3:18])[CH2:5][CH2:6][N:7](CC(O)C)[CH2:8][CH:9]([OH:11])[CH3:10].OCCN(CCO)CCN(CCO)CCO. (3) The reactants are: C([O:3][C:4]([C:6]([OH:15])([CH3:14])[CH2:7][CH2:8][CH2:9][O:10][CH2:11][O:12][CH3:13])=[CH2:5])C.Cl.C([O-])(O)=O.[Na+]. Given the product [CH3:14][C:6]([OH:15])([CH2:7][CH2:8][CH2:9][O:10][CH2:11][O:12][CH3:13])[C:4](=[O:3])[CH3:5], predict the reactants needed to synthesize it. (4) Given the product [C:3]([O:7][C:8]([N:10]1[CH2:11][CH2:12][C:13]([CH:21]([C:27]#[N:28])[C:22]([OH:24])=[O:23])([CH:16]2[CH2:20][CH2:19][CH2:18][CH2:17]2)[CH2:14][CH2:15]1)=[O:9])([CH3:6])([CH3:4])[CH3:5], predict the reactants needed to synthesize it. The reactants are: [OH-].[K+].[C:3]([O:7][C:8]([N:10]1[CH2:15][CH2:14][C:13]([CH:21]([C:27]#[N:28])[C:22]([O:24]CC)=[O:23])([CH:16]2[CH2:20][CH2:19][CH2:18][CH2:17]2)[CH2:12][CH2:11]1)=[O:9])([CH3:6])([CH3:5])[CH3:4]. (5) The reactants are: C([O:3][C:4]([C:6]1[CH:7]=[CH:8][C:9]2[N:10]([CH:12]=[C:13]([C:15]([NH:17][C:18]3[CH:23]=[CH:22][CH:21]=[CH:20][CH:19]=3)=[O:16])[N:14]=2)[CH:11]=1)=[CH2:5])C.O.[Br:25]N1C(=O)CCC1=O. Given the product [Br:25][CH2:3][C:4]([C:6]1[CH:7]=[CH:8][C:9]2[N:10]([CH:12]=[C:13]([C:15]([NH:17][C:18]3[CH:23]=[CH:22][CH:21]=[CH:20][CH:19]=3)=[O:16])[N:14]=2)[CH:11]=1)=[O:5], predict the reactants needed to synthesize it. (6) The reactants are: Cl[C:2]1[C:11]([CH3:12])=[C:10]([Cl:13])[C:9]2[C:4](=[CH:5][C:6]([F:15])=[CH:7][C:8]=2[F:14])[N:3]=1.[NH2:16][C:17]1[CH:22]=[CH:21][CH:20]=[CH:19][N:18]=1.CC(C1C=C(C(C)C)C(C2C=CC=CC=2P(C2CCCCC2)C2CCCCC2)=C(C(C)C)C=1)C.CC(C)([O-])C.[Na+]. Given the product [Cl:13][C:10]1[C:9]2[C:4](=[CH:5][C:6]([F:15])=[CH:7][C:8]=2[F:14])[N:3]=[C:2]([NH:16][C:17]2[CH:22]=[CH:21][CH:20]=[CH:19][N:18]=2)[C:11]=1[CH3:12], predict the reactants needed to synthesize it. (7) The reactants are: Cl.[Br:2][C:3]1[CH:4]=[C:5]([C@@H:9]2[CH2:11][C@H:10]2[CH2:12][NH2:13])[CH:6]=[CH:7][CH:8]=1.[CH3:14][C:15]([O:18][C:19](O[C:19]([O:18][C:15]([CH3:17])([CH3:16])[CH3:14])=[O:20])=[O:20])([CH3:17])[CH3:16].[OH-].[Na+]. Given the product [C:15]([O:18][C:19](=[O:20])[NH:13][CH2:12][C@@H:10]1[CH2:11][C@H:9]1[C:5]1[CH:6]=[CH:7][CH:8]=[C:3]([Br:2])[CH:4]=1)([CH3:17])([CH3:16])[CH3:14], predict the reactants needed to synthesize it. (8) Given the product [F:17][C:18]1[CH:39]=[CH:38][C:21]([CH2:22][N:23]2[C:27](=[O:28])[N:26]([C:29]3[S:30][C:31]([C:35]([NH:16][CH2:15][C:13]4[NH:12][N:11]=[C:10]([CH3:9])[CH:14]=4)=[O:36])=[C:32]([CH3:34])[N:33]=3)[CH:25]=[N:24]2)=[CH:20][CH:19]=1, predict the reactants needed to synthesize it. The reactants are: N1C=CC=C(CN)C=1.[CH3:9][C:10]1[CH:14]=[C:13]([CH2:15][NH2:16])[NH:12][N:11]=1.[F:17][C:18]1[CH:39]=[CH:38][C:21]([CH2:22][N:23]2[C:27](=[O:28])[N:26]([C:29]3[S:30][C:31]([C:35](O)=[O:36])=[C:32]([CH3:34])[N:33]=3)[CH:25]=[N:24]2)=[CH:20][CH:19]=1. (9) Given the product [Cl:13][C:4]1[N:3]=[C:2]([NH:29][C:26]2[CH:27]=[CH:28][C:23]([O:22][C:21]([F:20])([F:30])[F:31])=[CH:24][CH:25]=2)[CH:7]=[C:6]([N:8]2[CH2:12][CH2:11][CH2:10][CH2:9]2)[CH:5]=1, predict the reactants needed to synthesize it. The reactants are: Cl[C:2]1[CH:7]=[C:6]([N:8]2[CH2:12][CH2:11][CH2:10][CH2:9]2)[CH:5]=[C:4]([Cl:13])[N:3]=1.CC(C)([O-])C.[K+].[F:20][C:21]([F:31])([F:30])[O:22][C:23]1[CH:28]=[CH:27][C:26]([NH2:29])=[CH:25][CH:24]=1.O.